Dataset: Retrosynthesis with 50K atom-mapped reactions and 10 reaction types from USPTO. Task: Predict the reactants needed to synthesize the given product. (1) Given the product CCNc1c([N+](=O)[O-])cnc(Oc2ccc(F)cc2)c1Br, predict the reactants needed to synthesize it. The reactants are: CCNc1c([N+](=O)[O-])cnc(Cl)c1Br.Oc1ccc(F)cc1. (2) Given the product CCCCCCCCCCCCNCC(=O)O, predict the reactants needed to synthesize it. The reactants are: CCCCCCCCCCCCBr.NCC(=O)O. (3) Given the product CC(=O)Nc1cccc(N2CCN(CCc3nn(C)c(=O)n3CC3CCCCC3)CC2)c1, predict the reactants needed to synthesize it. The reactants are: CC(=O)OC(C)=O.Cn1nc(CCN2CCN(c3cccc(N)c3)CC2)n(CC2CCCCC2)c1=O. (4) The reactants are: O=C(CCl)c1ccccc1.O=C(NC(C(=O)O[C@H]1CN2CCC1CC2)c1ccccc1)c1ccccc1. Given the product O=C(C[N+]12CCC(CC1)[C@@H](OC(=O)C(NC(=O)c1ccccc1)c1ccccc1)C2)c1ccccc1, predict the reactants needed to synthesize it. (5) Given the product CC(C)(C)OC(=O)N1C[C@H]2CC[C@@H](O)[C@H]2C1, predict the reactants needed to synthesize it. The reactants are: CC(C)(C)OC(=O)N1C[C@H]2CCC(=O)[C@H]2C1.OO. (6) Given the product COc1cnc2ccc(=O)n(CCN3C[C@H](O)[C@H](CNC(=O)OCc4ccccc4)C3)c2c1, predict the reactants needed to synthesize it. The reactants are: COc1cnc2ccc(=O)n(CC=O)c2c1.O=C(NC[C@@H]1CNC[C@@H]1O)OCc1ccccc1. (7) Given the product COc1ccc(CN(C)c2ccc(Br)cc2C)cc1, predict the reactants needed to synthesize it. The reactants are: CNc1ccc(Br)cc1C.COc1ccc(CCl)cc1.